Dataset: Forward reaction prediction with 1.9M reactions from USPTO patents (1976-2016). Task: Predict the product of the given reaction. (1) Given the reactants [CH3:1][C:2]1[O:6][CH:5]=[N:4][C:3]=1[C:7]([O:9]C)=[O:8].[Li+].[OH-], predict the reaction product. The product is: [CH3:1][C:2]1[O:6][CH:5]=[N:4][C:3]=1[C:7]([OH:9])=[O:8]. (2) The product is: [CH2:6]([O:5][C:3]([C:2]1[N:1]=[C:10]([C:12]2[CH:13]=[N:14][CH:15]=[CH:16][C:17]=2[C:18]([F:21])([F:20])[F:19])[O:9][N:8]=1)=[O:4])[CH3:7]. Given the reactants [NH2:1][C:2](=[N:8][O:9][C:10]([C:12]1[CH:13]=[N:14][CH:15]=[CH:16][C:17]=1[C:18]([F:21])([F:20])[F:19])=O)[C:3]([O:5][CH2:6][CH3:7])=[O:4].C(OCC)C, predict the reaction product. (3) Given the reactants [CH2:1]([O:8][C:9]1[CH:10]=[C:11]([O:17][CH3:18])[CH:12]=[CH:13][C:14]=1[CH2:15][CH3:16])[C:2]1[CH:7]=[CH:6][CH:5]=[CH:4][CH:3]=1.C1C(=O)N([Br:26])C(=O)C1, predict the reaction product. The product is: [CH2:1]([O:8][C:9]1[C:14]([CH2:15][CH3:16])=[CH:13][C:12]([Br:26])=[C:11]([O:17][CH3:18])[CH:10]=1)[C:2]1[CH:3]=[CH:4][CH:5]=[CH:6][CH:7]=1. (4) Given the reactants [Br:1][C:2]1[CH:7]=[CH:6][C:5]([CH2:8][CH2:9][CH2:10][C:11]([NH:13][N:14]([CH2:18][C:19]2[CH:24]=[CH:23][C:22]([C:25]([CH3:28])([CH3:27])[CH3:26])=[CH:21][CH:20]=2)[C:15]([NH2:17])=[O:16])=O)=[CH:4][CH:3]=1.C12(CS(O)(=O)=O)C(C)(C)C(CC1)CC2=O, predict the reaction product. The product is: [Br:1][C:2]1[CH:7]=[CH:6][C:5]([CH2:8][CH2:9][CH2:10][C:11]2[NH:17][C:15](=[O:16])[N:14]([CH2:18][C:19]3[CH:24]=[CH:23][C:22]([C:25]([CH3:28])([CH3:27])[CH3:26])=[CH:21][CH:20]=3)[N:13]=2)=[CH:4][CH:3]=1. (5) Given the reactants C(Cl)(=O)C(Cl)=O.CS(C)=O.[Si:11]([O:18][C@@H:19]1[C@@H:23]([OH:24])[CH2:22][N:21]([C:25](=[O:54])[CH2:26][CH2:27][O:28][C:29]2[CH:53]=[CH:52][C:32]([CH2:33][NH:34][C:35]([C:37]3[CH:51]=[CH:50][C:40]([CH2:41][NH:42][C:43](=[O:49])[O:44][C:45]([CH3:48])([CH3:47])[CH3:46])=[CH:39][CH:38]=3)=[O:36])=[CH:31][CH:30]=2)[CH2:20]1)([C:14]([CH3:17])([CH3:16])[CH3:15])([CH3:13])[CH3:12].CCN(CC)CC, predict the reaction product. The product is: [Si:11]([O:18][C@@H:19]1[C:23](=[O:24])[CH2:22][N:21]([C:25](=[O:54])[CH2:26][CH2:27][O:28][C:29]2[CH:53]=[CH:52][C:32]([CH2:33][NH:34][C:35]([C:37]3[CH:38]=[CH:39][C:40]([CH2:41][NH:42][C:43](=[O:49])[O:44][C:45]([CH3:46])([CH3:47])[CH3:48])=[CH:50][CH:51]=3)=[O:36])=[CH:31][CH:30]=2)[CH2:20]1)([C:14]([CH3:15])([CH3:16])[CH3:17])([CH3:13])[CH3:12].